From a dataset of Forward reaction prediction with 1.9M reactions from USPTO patents (1976-2016). Predict the product of the given reaction. Given the reactants Cl[C:2]1[N:3]=[CH:4][C:5]2[N:6]([CH3:21])[C:7](=[O:20])[C:8]3([CH2:19][CH2:18]3)[CH2:9][N:10]([CH:13]3[CH2:17][CH2:16][CH2:15][CH2:14]3)[C:11]=2[N:12]=1.[NH2:22][C:23]1[CH:38]=[CH:37][C:26]([C:27]([NH:29][C@@H:30]2[CH2:34][CH2:33][N:32]([CH2:35][CH3:36])[CH2:31]2)=[O:28])=[CH:25][C:24]=1[O:39][CH3:40], predict the reaction product. The product is: [CH:13]1([N:10]2[CH2:9][C:8]3([CH2:19][CH2:18]3)[C:7](=[O:20])[N:6]([CH3:21])[C:5]3[CH:4]=[N:3][C:2]([NH:22][C:23]4[CH:38]=[CH:37][C:26]([C:27]([NH:29][C@@H:30]5[CH2:34][CH2:33][N:32]([CH2:35][CH3:36])[CH2:31]5)=[O:28])=[CH:25][C:24]=4[O:39][CH3:40])=[N:12][C:11]2=3)[CH2:17][CH2:16][CH2:15][CH2:14]1.